Dataset: Peptide-MHC class II binding affinity with 134,281 pairs from IEDB. Task: Regression. Given a peptide amino acid sequence and an MHC pseudo amino acid sequence, predict their binding affinity value. This is MHC class II binding data. (1) The peptide sequence is GNQNFLTVFDSTSCN. The MHC is HLA-DQA10301-DQB10302 with pseudo-sequence HLA-DQA10301-DQB10302. The binding affinity (normalized) is 0.197. (2) The peptide sequence is LGGLWTAVSPHLSPL. The MHC is DRB1_0701 with pseudo-sequence DRB1_0701. The binding affinity (normalized) is 0.703. (3) The peptide sequence is FEAMYLGTCQTLTPM. The MHC is HLA-DQA10102-DQB10602 with pseudo-sequence HLA-DQA10102-DQB10602. The binding affinity (normalized) is 0.440. (4) The peptide sequence is QKLMEDINVGFKAAV. The MHC is DRB1_0101 with pseudo-sequence DRB1_0101. The binding affinity (normalized) is 0.752. (5) The peptide sequence is EKKYFAATMFEPLAA. The MHC is DRB1_1602 with pseudo-sequence DRB1_1602. The binding affinity (normalized) is 0.591. (6) The peptide sequence is GEIYKRWIILGLNKIVRMY. The MHC is DRB1_1602 with pseudo-sequence DRB1_1602. The binding affinity (normalized) is 0.624.